This data is from Reaction yield outcomes from USPTO patents with 853,638 reactions. The task is: Predict the reaction yield, written as a fraction of the theoretical maximum amount of product (1.0 means a 100% yield; for example, 0.34 means a 34% yield). The reactants are [Cl:1][C:2]1[CH:3]=[C:4]2[C:9](=[CH:10][CH:11]=1)[C@@:8]1([CH2:17][O:16][C:15]3[CH:18]=[CH:19][C:20]([C:22](O)=[O:23])=[CH:21][C:14]=3[N:13]([CH2:25][C@@H:26]3[CH2:29][CH2:28][C@H:27]3[C@@H:30]([OH:33])[CH:31]=[CH2:32])[CH2:12]1)[CH2:7][CH2:6][CH2:5]2.[CH3:34][C@@H:35]([CH2:42][CH:43]=[CH2:44])[C@H:36]([S:38]([NH2:41])(=[O:40])=[O:39])[CH3:37].CCN=C=NCCCN(C)C.Cl. The catalyst is CN(C1C=CN=CC=1)C.C(Cl)Cl. The product is [Cl:1][C:2]1[CH:3]=[C:4]2[C:9](=[CH:10][CH:11]=1)[C@@:8]1([CH2:17][O:16][C:15]3[CH:18]=[CH:19][C:20]([C:22]([NH:41][S:38]([C@@H:36]([C@@H:35]([CH3:34])[CH2:42][CH:43]=[CH2:44])[CH3:37])(=[O:39])=[O:40])=[O:23])=[CH:21][C:14]=3[N:13]([CH2:25][C@@H:26]3[CH2:29][CH2:28][C@H:27]3[C@@H:30]([OH:33])[CH:31]=[CH2:32])[CH2:12]1)[CH2:7][CH2:6][CH2:5]2. The yield is 0.760.